From a dataset of Tox21: 12 toxicity assays (nuclear receptors and stress response pathways). Binary classification across 12 toxicity assays. (1) The molecule is CCCCCCc1ccc(-c2ccc(C#N)cc2)cc1. It tested positive (active) for: SR-MMP (Mitochondrial Membrane Potential disruption). (2) The drug is NC(=O)NC(=O)Cc1ccccc1. It tested positive (active) for: NR-ER (Estrogen Receptor agonist activity). (3) The molecule is O=C(NCCN1CCOCC1)c1ccc(Cl)cc1. It tested positive (active) for: NR-AR (Androgen Receptor agonist activity), NR-AR-LBD (Androgen Receptor Ligand Binding Domain agonist), and NR-ER (Estrogen Receptor agonist activity). (4) The compound is CCCCOCCOC(=O)c1ccccc1C(=O)OCCOCCCC. It tested positive (active) for: NR-AhR (Aryl hydrocarbon Receptor agonist activity), and SR-HSE (Heat Shock Element response). (5) The drug is N#C/C=C/C#N. It tested positive (active) for: NR-AR-LBD (Androgen Receptor Ligand Binding Domain agonist), NR-ER-LBD (Estrogen Receptor Ligand Binding Domain agonist), SR-ARE (Antioxidant Response Element (oxidative stress)), and SR-ATAD5 (ATAD5 genotoxicity (DNA damage)). (6) The compound is CN[C@H]1CCc2cc(OC)c(OC)c(OC)c2-c2ccc(OC)c(=O)cc21. It tested positive (active) for: SR-ATAD5 (ATAD5 genotoxicity (DNA damage)), SR-MMP (Mitochondrial Membrane Potential disruption), and SR-p53 (p53 tumor suppressor activation). (7) The compound is CCc1cc2c(s1)-n1c(C)nnc1CN=C2c1ccccc1Cl. It tested positive (active) for: SR-ATAD5 (ATAD5 genotoxicity (DNA damage)).